Dataset: Peptide-MHC class I binding affinity with 185,985 pairs from IEDB/IMGT. Task: Regression. Given a peptide amino acid sequence and an MHC pseudo amino acid sequence, predict their binding affinity value. This is MHC class I binding data. (1) The peptide sequence is RILQQLLFI. The MHC is HLA-A02:06 with pseudo-sequence HLA-A02:06. The binding affinity (normalized) is 0.716. (2) The peptide sequence is DPPEPLVRI. The MHC is HLA-A80:01 with pseudo-sequence HLA-A80:01. The binding affinity (normalized) is 0.0847. (3) The peptide sequence is TGSQNHTGI. The MHC is H-2-Db with pseudo-sequence H-2-Db. The binding affinity (normalized) is 0.0641. (4) The peptide sequence is SARMLGDVM. The MHC is H-2-Db with pseudo-sequence H-2-Db. The binding affinity (normalized) is 0.156. (5) The MHC is HLA-A02:06 with pseudo-sequence HLA-A02:06. The binding affinity (normalized) is 0.457. The peptide sequence is VITETIPIGM. (6) The peptide sequence is RSKIEVGIRH. The MHC is HLA-A31:01 with pseudo-sequence HLA-A31:01. The binding affinity (normalized) is 0.316.